Task: Predict the reactants needed to synthesize the given product.. Dataset: Full USPTO retrosynthesis dataset with 1.9M reactions from patents (1976-2016) Given the product [Br:10][C:11]1[CH:12]=[C:13]2[C:18]([NH:19][C@@H:20]3[CH2:24][N:23]([C:25]([O:27][CH2:28][C:29]4[CH:34]=[CH:33][CH:32]=[CH:31][CH:30]=4)=[O:26])[CH2:22][C@@:21]3([F:7])[CH3:35])=[C:17]([C:37]#[N:38])[CH:16]=[N:15][N:14]2[CH:39]=1, predict the reactants needed to synthesize it. The reactants are: CCN(S(F)(F)[F:7])CC.[Br:10][C:11]1[CH:12]=[C:13]2[C:18]([NH:19][C@@H:20]3[CH2:24][N:23]([C:25]([O:27][CH2:28][C:29]4[CH:34]=[CH:33][CH:32]=[CH:31][CH:30]=4)=[O:26])[CH2:22][C@:21]3(O)[CH3:35])=[C:17]([C:37]#[N:38])[CH:16]=[N:15][N:14]2[CH:39]=1.